This data is from Full USPTO retrosynthesis dataset with 1.9M reactions from patents (1976-2016). The task is: Predict the reactants needed to synthesize the given product. (1) The reactants are: [N+:1]([C:4]1[CH:5]=[C:6]([CH2:10][CH2:11][OH:12])[CH:7]=[CH:8][CH:9]=1)([O-:3])=[O:2].N1C=CC=CC=1.[CH3:19][S:20](Cl)(=[O:22])=[O:21]. Given the product [N+:1]([C:4]1[CH:5]=[C:6]([CH2:10][CH2:11][O:12][S:20]([CH3:19])(=[O:22])=[O:21])[CH:7]=[CH:8][CH:9]=1)([O-:3])=[O:2], predict the reactants needed to synthesize it. (2) Given the product [C:23]([O:27][C:28]([N:30]1[CH2:34][C@@H:33]([CH3:35])[N:7]2[C:8]3[CH:9]=[C:10]([F:11])[C:2]([Br:1])=[CH:3][C:4]=3[CH:5]=[C:6]2[CH2:12]1)=[O:29])([CH3:26])([CH3:25])[CH3:24], predict the reactants needed to synthesize it. The reactants are: [Br:1][C:2]1[CH:3]=[C:4]2[C:8](=[CH:9][C:10]=1[F:11])[NH:7][C:6]([CH:12](C(C)(C)C(C)C)O[SiH](C)C)=[CH:5]2.[C:23]([O:27][C:28]([N:30]1[CH2:34][C@H:33]([CH3:35])OS1(=O)=O)=[O:29])([CH3:26])([CH3:25])[CH3:24]. (3) Given the product [Cl:1][C:2]1[C:3]([OH:12])=[C:4]([CH:8]=[C:9]([Cl:11])[CH:10]=1)[C:5]([Cl:15])=[O:6], predict the reactants needed to synthesize it. The reactants are: [Cl:1][C:2]1[C:3]([OH:12])=[C:4]([CH:8]=[C:9]([Cl:11])[CH:10]=1)[C:5](O)=[O:6].S(Cl)([Cl:15])=O. (4) Given the product [CH3:1][O:2][C:3]1[CH:4]=[C:5]2[C:10](=[CH:11][C:12]=1[O:13][CH3:14])[N:9]=[C:8]([CH3:15])[N:7]=[C:6]2[O:16][C:17]1[CH:18]=[CH:19][C:20]([NH2:23])=[CH:21][CH:22]=1, predict the reactants needed to synthesize it. The reactants are: [CH3:1][O:2][C:3]1[CH:4]=[C:5]2[C:10](=[CH:11][C:12]=1[O:13][CH3:14])[N:9]=[C:8]([CH3:15])[N:7]=[C:6]2[O:16][C:17]1[CH:22]=[CH:21][C:20]([N+:23]([O-])=O)=[CH:19][CH:18]=1.C([O-])=O. (5) Given the product [C:1]([O:5][C:6]([NH:8][C:9]1([C:15]([O:17][CH3:20])=[O:16])[CH2:14][CH2:13][CH2:12][CH2:11][CH2:10]1)=[O:7])([CH3:4])([CH3:2])[CH3:3], predict the reactants needed to synthesize it. The reactants are: [C:1]([O:5][C:6]([NH:8][C:9]1([C:15]([OH:17])=[O:16])[CH2:14][CH2:13][CH2:12][CH2:11][CH2:10]1)=[O:7])([CH3:4])([CH3:3])[CH3:2].CO.[CH3:20]C(O)=O.